This data is from Reaction yield outcomes from USPTO patents with 853,638 reactions. The task is: Predict the reaction yield, written as a fraction of the theoretical maximum amount of product (1.0 means a 100% yield; for example, 0.34 means a 34% yield). The reactants are [F:1][C:2]1[CH:3]=[C:4]2[C:8](=[CH:9][CH:10]=1)[NH:7][C:6](=[O:11])/[C:5]/2=[CH:12]\[C:13]1[NH:17][C:16]([CH3:18])=[C:15]([C:19]([OH:21])=O)[C:14]=1[CH3:22].Cl.C(N=C=NCCCN(C)C)C.OC1C2N=NNC=2C=CC=1.C(N(CC)CC)C.[NH2:52][C:53]1[CH:58]=[CH:57][CH:56]=[CH:55][C:54]=1[NH:59][C:60](=[O:71])[C:61]1[CH:66]=[CH:65][C:64]([NH:67][CH2:68][CH2:69][NH2:70])=[N:63][CH:62]=1. The catalyst is [Cl-].[Na+].O.CN(C=O)C. The product is [NH2:52][C:53]1[CH:58]=[CH:57][CH:56]=[CH:55][C:54]=1[NH:59][C:60](=[O:71])[C:61]1[CH:66]=[CH:65][C:64]([NH:67][CH2:68][CH2:69][NH:70][C:19]([C:15]2[C:14]([CH3:22])=[C:13](/[CH:12]=[C:5]3\[C:6](=[O:11])[NH:7][C:8]4[C:4]\3=[CH:3][C:2]([F:1])=[CH:10][CH:9]=4)[NH:17][C:16]=2[CH3:18])=[O:21])=[N:63][CH:62]=1. The yield is 0.890.